From a dataset of Catalyst prediction with 721,799 reactions and 888 catalyst types from USPTO. Predict which catalyst facilitates the given reaction. (1) Reactant: C([N:14]1C[CH:16]([O:18][CH:19]([C:28]2C=CC(Cl)=CC=2)C2C=CC(Cl)=CC=2Cl)[CH2:15]1)(C1C=CC=CC=1)C1C=CC=CC=1.Cl[C:36](OC(Cl)C)=[O:37]. Product: [C:16]([O:18][CH2:19][CH3:28])(=[O:37])[CH3:15].[CH3:36][OH:37].[OH-:18].[NH4+:14]. The catalyst class is: 4. (2) Reactant: [NH2:1][C:2]([NH2:4])=[S:3].[C:5]([O:12][CH3:13])(=[O:11])[CH2:6][CH2:7][C:8]([CH3:10])=O.II.[CH3:16]O. Product: [NH2:1][C:2]1[S:3][CH:10]=[C:8]([CH2:7][CH2:6][C:5]([O:12][CH2:13][CH3:16])=[O:11])[N:4]=1. The catalyst class is: 511. (3) Reactant: [CH3:5][Si:4]([CH3:7])([CH3:6])[N-][Si:4]([CH3:7])([CH3:6])[CH3:5].[Na+].[Cl:11][C:12]1[C:13]([OH:30])=[C:14]([C:27](=[O:29])[CH3:28])[CH:15]=[CH:16][C:17]=1[O:18][CH2:19][C:20]1[CH:25]=[CH:24][C:23]([I:26])=[CH:22][CH:21]=1.[CH3:31][Si:32](Cl)([CH3:34])[CH3:33].C(=O)(O)[O-].[Na+]. Product: [Cl:11][C:12]1[C:13]([O:30][Si:32]([CH3:34])([CH3:33])[CH3:31])=[C:14]([C:27]([O:29][Si:4]([CH3:5])([CH3:6])[CH3:7])=[CH2:28])[CH:15]=[CH:16][C:17]=1[O:18][CH2:19][C:20]1[CH:25]=[CH:24][C:23]([I:26])=[CH:22][CH:21]=1. The catalyst class is: 7. (4) Reactant: [C:1]([C:3]1[CH:8]=[CH:7][CH:6]=[CH:5][C:4]=1[C:9]1[C:10](=[O:28])[N:11]([CH2:21][CH:22]2[CH2:27][CH2:26][NH:25][CH2:24][CH2:23]2)[CH:12]=[C:13]([C:15]2[CH:20]=[CH:19][CH:18]=[CH:17][N:16]=2)[CH:14]=1)#[N:2].[CH:29](=O)[C:30]1[CH:35]=[CH:34][CH:33]=[CH:32][CH:31]=1.C(O)(=O)C. Product: [C:1]([C:3]1[CH:8]=[CH:7][CH:6]=[CH:5][C:4]=1[C:9]1[C:10](=[O:28])[N:11]([CH2:21][CH:22]2[CH2:23][CH2:24][N:25]([CH2:29][C:30]3[CH:35]=[CH:34][CH:33]=[CH:32][CH:31]=3)[CH2:26][CH2:27]2)[CH:12]=[C:13]([C:15]2[CH:20]=[CH:19][CH:18]=[CH:17][N:16]=2)[CH:14]=1)#[N:2]. The catalyst class is: 22. (5) Reactant: [CH3:1][O:2][C:3]1[CH:4]=[C:5]([Mg]Br)[CH:6]=[CH:7][CH:8]=1.[CH3:11][N:12]([CH3:35])[C:13]1(C#N)[CH2:18][CH2:17][CH:16]([CH:19]([O:27][CH:28]([O:30][CH2:31][CH3:32])[CH3:29])[CH2:20][C:21]2[CH:26]=[CH:25][CH:24]=[CH:23][CH:22]=2)[CH2:15][CH2:14]1.O.[Cl-].[NH4+]. Product: [CH2:31]([O:30][CH:28]([O:27][CH:19]([CH:16]1[CH2:17][CH2:18][C:13]([N:12]([CH3:35])[CH3:11])([C:5]2[CH:6]=[CH:7][CH:8]=[C:3]([O:2][CH3:1])[CH:4]=2)[CH2:14][CH2:15]1)[CH2:20][C:21]1[CH:22]=[CH:23][CH:24]=[CH:25][CH:26]=1)[CH3:29])[CH3:32]. The catalyst class is: 7. (6) Reactant: [Cl:1][C:2]1[CH:7]=[CH:6][C:5]([C:8]2[C:9]([N:15]3[CH2:20][CH2:19][CH:18]([C:21]([O:23]C)=[O:22])[CH2:17][CH2:16]3)=[N:10][CH:11]=[C:12]([F:14])[CH:13]=2)=[CH:4][C:3]=1[C:25]([NH:27][CH2:28][C:29]12[CH2:38][CH:33]3[CH2:34][CH:35]([CH2:37][CH:31]([CH2:32]3)[CH2:30]1)[CH2:36]2)=[O:26].[OH-].[Na+].C(O)(=O)C. Product: [Cl:1][C:2]1[CH:7]=[CH:6][C:5]([C:8]2[C:9]([N:15]3[CH2:20][CH2:19][CH:18]([C:21]([OH:23])=[O:22])[CH2:17][CH2:16]3)=[N:10][CH:11]=[C:12]([F:14])[CH:13]=2)=[CH:4][C:3]=1[C:25]([NH:27][CH2:28][C:29]12[CH2:36][CH:35]3[CH2:37][CH:31]([CH2:32][CH:33]([CH2:34]3)[CH2:38]1)[CH2:30]2)=[O:26]. The catalyst class is: 24.